From a dataset of Reaction yield outcomes from USPTO patents with 853,638 reactions. Predict the reaction yield, written as a fraction of the theoretical maximum amount of product (1.0 means a 100% yield; for example, 0.34 means a 34% yield). The yield is 0.940. The catalyst is C(O)C.[Pd].C([O-])([O-])=O.[Ca+2].C(OCC)(=O)C.CCCCCC. The reactants are [F:1][C:2]([F:33])([F:32])[C:3]([C:28]([F:31])([F:30])[F:29])([OH:27])[C:4]#[C:5][CH2:6][C@@:7]([C@@H:16]1[C@:24]2([CH3:25])[C@H:19]([C@@H:20]([OH:26])[CH2:21][CH2:22][CH2:23]2)[CH2:18][CH2:17]1)([CH3:15])[CH2:8][CH2:9][CH2:10][C:11]([CH3:14])([OH:13])[CH3:12].N1C2C(=CC=CC=2)C=CC=1.[H][H]. The product is [F:1][C:2]([F:32])([F:33])[C:3]([C:28]([F:29])([F:30])[F:31])([OH:27])/[CH:4]=[CH:5]\[CH2:6][C@@:7]([C@@H:16]1[C@:24]2([CH3:25])[C@H:19]([C@@H:20]([OH:26])[CH2:21][CH2:22][CH2:23]2)[CH2:18][CH2:17]1)([CH3:15])[CH2:8][CH2:9][CH2:10][C:11]([CH3:14])([OH:13])[CH3:12].